Predict the reaction yield, written as a fraction of the theoretical maximum amount of product (1.0 means a 100% yield; for example, 0.34 means a 34% yield). From a dataset of Reaction yield outcomes from USPTO patents with 853,638 reactions. The reactants are [Br:1][C:2]1[CH:3]=[C:4]([NH:8][C:9](=[O:20])[C:10]2[CH:15]=[CH:14][C:13](Cl)=[C:12]([N+:17]([O-:19])=[O:18])[CH:11]=2)[CH:5]=[CH:6][CH:7]=1.[NH2:21][C:22]1[CH:23]=[C:24]([SH:28])[CH:25]=[CH:26][CH:27]=1.C(=O)([O-])[O-].[Cs+].[Cs+].Cl. The catalyst is CN(C)C=O. The product is [NH2:21][C:22]1[CH:23]=[C:24]([S:28][C:13]2[CH:14]=[CH:15][C:10]([C:9]([NH:8][C:4]3[CH:5]=[CH:6][CH:7]=[C:2]([Br:1])[CH:3]=3)=[O:20])=[CH:11][C:12]=2[N+:17]([O-:19])=[O:18])[CH:25]=[CH:26][CH:27]=1. The yield is 0.990.